This data is from Forward reaction prediction with 1.9M reactions from USPTO patents (1976-2016). The task is: Predict the product of the given reaction. (1) The product is: [CH3:1][CH:2]1[C:7]2[CH:8]=[CH:9][O:10][C:6]=2[CH2:5][CH2:4][NH:3]1. Given the reactants [CH3:1][C:2]1[C:7]2[CH:8]=[CH:9][O:10][C:6]=2[CH2:5][CH2:4][N:3]=1.C(O[BH-](OC(=O)C)OC(=O)C)(=O)C.[Na+], predict the reaction product. (2) Given the reactants [F:1][C:2]1[CH:15]=[C:14]([N+:16]([O-:18])=[O:17])[CH:13]=[CH:12][C:3]=1[O:4][C:5]1[CH:10]=[CH:9][N:8]=[C:7]([NH2:11])[CH:6]=1.[CH2:19]([N:21]([CH2:24][CH3:25])[CH2:22][CH3:23])[CH3:20].ClC([O:29][C:30]1C=CC=CC=1)=O.[CH2:36]([N:38](CC)[CH2:39]CCNC)C, predict the reaction product. The product is: [CH2:19]([N:21]([CH2:24][CH3:25])[CH2:22][CH2:23][CH2:36][N:38]([CH3:39])[C:30]([NH:11][C:7]1[CH:6]=[C:5]([O:4][C:3]2[CH:12]=[CH:13][C:14]([N+:16]([O-:18])=[O:17])=[CH:15][C:2]=2[F:1])[CH:10]=[CH:9][N:8]=1)=[O:29])[CH3:20]. (3) Given the reactants Br[C:2]1[CH:3]=[CH:4][C:5]([Cl:8])=[N:6][CH:7]=1.[Si:9]([O:16][CH2:17][CH:18]1[CH2:23][CH2:22][NH:21][CH2:20][CH2:19]1)([C:12]([CH3:15])([CH3:14])[CH3:13])([CH3:11])[CH3:10].C1(P(C2C=CC=CC=2)C2C3OC4C(=CC=CC=4P(C4C=CC=CC=4)C4C=CC=CC=4)C(C)(C)C=3C=CC=2)C=CC=CC=1.CC(C)([O-])C.[Na+], predict the reaction product. The product is: [Si:9]([O:16][CH2:17][CH:18]1[CH2:19][CH2:20][N:21]([C:2]2[CH:3]=[CH:4][C:5]([Cl:8])=[N:6][CH:7]=2)[CH2:22][CH2:23]1)([C:12]([CH3:15])([CH3:14])[CH3:13])([CH3:11])[CH3:10].